This data is from Forward reaction prediction with 1.9M reactions from USPTO patents (1976-2016). The task is: Predict the product of the given reaction. (1) Given the reactants Br[C:2]1[CH:3]=[C:4]([CH2:8][C:9]#[N:10])[CH:5]=[CH:6][CH:7]=1.C[O-].C([Sn+](CCCC)CCCC)CCC.C([O:29][C:30]([CH3:32])=[CH2:31])(=O)C.[F-].[K+], predict the reaction product. The product is: [O:29]=[C:30]([CH3:32])[CH2:31][C:2]1[CH:3]=[C:4]([CH2:8][C:9]#[N:10])[CH:5]=[CH:6][CH:7]=1. (2) Given the reactants [Br:1][C:2]1[CH:3]=[N:4][CH:5]=[C:6](Br)[C:7]=1/[CH:8]=[N:9]/[NH:10][CH2:11][CH2:12][OH:13].[H-].[Na+], predict the reaction product. The product is: [Br:1][C:2]1[CH:3]=[N:4][CH:5]=[C:6]2[N:10]([CH2:11][CH2:12][OH:13])[N:9]=[CH:8][C:7]=12. (3) Given the reactants [SiH3][C-:2]1[CH:6]=[CH:5][CH:4]=[CH:3]1.[CH-:7]1[CH:11]=[CH:10][CH:9]=[CH:8]1.[Fe+2:12].C[SiH](C)CCCC[C-]1C=CC=C1.[CH-]1C=CC=C1.[Fe+2].[CH-]1C=CC=C1.[CH-]1C=CC=C1.[Fe+2].[Cl:42][CH2:43][CH2:44][CH2:45][C:46](Cl)=[O:47], predict the reaction product. The product is: [Cl:42][CH2:43][CH2:44][CH2:45][C:46]([C-:2]1[CH:6]=[CH:5][CH:4]=[CH:3]1)=[O:47].[CH-:7]1[CH:11]=[CH:10][CH:9]=[CH:8]1.[Fe+2:12].